Dataset: Forward reaction prediction with 1.9M reactions from USPTO patents (1976-2016). Task: Predict the product of the given reaction. (1) Given the reactants [CH2:1]([N:3]1[C:7]2=[CH:8][N:9]=[C:10]([O:12][CH3:13])[CH:11]=[C:6]2[CH:5]=[C:4]1[C:14](O)=O)[CH3:2].CN(C(ON1N=NC2C=CC=NC1=2)=[N+](C)C)C.F[P-](F)(F)(F)(F)F.[C:41]([O:45][C:46](=[O:67])[NH:47][C@@H:48]1[CH2:53][CH2:52][CH2:51][N:50]([C:54](=[O:66])[C:55]2[CH:60]=[CH:59][C:58]([NH:61][CH3:62])=[C:57]([N+:63]([O-])=O)[CH:56]=2)[CH2:49]1)([CH3:44])([CH3:43])[CH3:42].CCN(C(C)C)C(C)C.C(O)(=O)C.C(=O)(O)[O-].[Na+], predict the reaction product. The product is: [C:41]([O:45][C:46](=[O:67])[NH:47][C@@H:48]1[CH2:53][CH2:52][CH2:51][N:50]([C:54]([C:55]2[CH:60]=[CH:59][C:58]3[N:61]([CH3:62])[C:14]([C:4]4[N:3]([CH2:1][CH3:2])[C:7]5=[CH:8][N:9]=[C:10]([O:12][CH3:13])[CH:11]=[C:6]5[CH:5]=4)=[N:63][C:57]=3[CH:56]=2)=[O:66])[CH2:49]1)([CH3:44])([CH3:42])[CH3:43]. (2) Given the reactants [CH:1]([C:4]1[CH:8]=[C:7]([C:9]([OH:11])=[O:10])[NH:6][N:5]=1)([CH3:3])[CH3:2].[CH2:12](O)[CH3:13].C(Cl)(=O)C, predict the reaction product. The product is: [CH:1]([C:4]1[CH:8]=[C:7]([C:9]([O:11][CH2:12][CH3:13])=[O:10])[NH:6][N:5]=1)([CH3:3])[CH3:2].